This data is from CYP3A4 inhibition data for predicting drug metabolism from PubChem BioAssay. The task is: Regression/Classification. Given a drug SMILES string, predict its absorption, distribution, metabolism, or excretion properties. Task type varies by dataset: regression for continuous measurements (e.g., permeability, clearance, half-life) or binary classification for categorical outcomes (e.g., BBB penetration, CYP inhibition). Dataset: cyp3a4_veith. (1) The compound is CCNC(=O)c1ccc(-n2nc(C(F)(F)F)c3c2CCCC3)cc1. The result is 0 (non-inhibitor). (2) The compound is COc1cc2cc(CN(CCCO)S(=O)(=O)c3ccccc3Cl)c(=O)[nH]c2cc1OC. The result is 1 (inhibitor). (3) The compound is O=C(N/N=C/c1ccc2cccc(OCc3ccccc3)c2n1)c1ccc(Br)cc1. The result is 0 (non-inhibitor). (4) The compound is CCCCc1c(CCC)c(=N)c2ccccc2n1C.I. The result is 0 (non-inhibitor). (5) The compound is CN(C)S(=O)(=O)c1ccc2c(c1)/C(=C/c1cc3c([nH]1)CCCC3)C(=O)N2. The result is 1 (inhibitor). (6) The drug is CC(=O)N1CCC2(CC1)CN(c1ccccc1)C2. The result is 0 (non-inhibitor).